The task is: Regression. Given a peptide amino acid sequence and an MHC pseudo amino acid sequence, predict their binding affinity value. This is MHC class I binding data.. This data is from Peptide-MHC class I binding affinity with 185,985 pairs from IEDB/IMGT. (1) The peptide sequence is YCNYSKFWY. The MHC is HLA-A01:01 with pseudo-sequence HLA-A01:01. The binding affinity (normalized) is 0.0791. (2) The peptide sequence is VLTSVDIETA. The MHC is HLA-A02:06 with pseudo-sequence HLA-A02:06. The binding affinity (normalized) is 0.330.